Dataset: Forward reaction prediction with 1.9M reactions from USPTO patents (1976-2016). Task: Predict the product of the given reaction. Given the reactants Br[C:2]([F:18])([F:17])[C:3]([C:9]1[CH:14]=[CH:13][C:12]([NH2:15])=[C:11]([CH3:16])[CH:10]=1)([F:8])[C:4]([F:7])([F:6])[F:5].N(C(C)(C)C#N)=NC(C)(C)C#N.C([SnH](CCCC)CCCC)CCC, predict the reaction product. The product is: [F:18][CH:2]([F:17])[C:3]([C:9]1[CH:14]=[CH:13][C:12]([NH2:15])=[C:11]([CH3:16])[CH:10]=1)([F:8])[C:4]([F:5])([F:6])[F:7].